The task is: Predict which catalyst facilitates the given reaction.. This data is from Catalyst prediction with 721,799 reactions and 888 catalyst types from USPTO. (1) Reactant: [O:1]1[CH2:6][CH2:5][CH:4]([C:7]2[CH:8]=[C:9]3[C:14](=[C:15]([O:17]COCC[Si](C)(C)C)[CH:16]=2)[N:13]=[CH:12][N:11](COCC[Si](C)(C)C)[C:10]3=[O:34])[CH2:3][CH2:2]1.[F:35][C:36]([F:41])([F:40])[C:37]([OH:39])=[O:38]. Product: [F:35][C:36]([F:41])([F:40])[C:37]([OH:39])=[O:38].[OH:17][C:15]1[CH:16]=[C:7]([CH:4]2[CH2:5][CH2:6][O:1][CH2:2][CH2:3]2)[CH:8]=[C:9]2[C:14]=1[N:13]=[CH:12][NH:11][C:10]2=[O:34]. The catalyst class is: 4. (2) Reactant: C(C1SCCS1)CCCC.[S].C1(C)C=CC(S(O)(=O)=O)=CC=1.[H][H].CCCCCCSCCS.[CH3:35][O:36][Si:37]([O:47][CH3:48])([O:45][CH3:46])[CH2:38][CH2:39][CH:40]1[S:44][CH2:43][CH2:42][S:41]1. Product: [Si:37]([CH2:38][CH2:39][CH2:40][S:41][CH2:42][CH2:43][SH:44])([O:47][CH3:48])([O:36][CH3:35])[O:45][CH3:46]. The catalyst class is: 11.